This data is from Reaction yield outcomes from USPTO patents with 853,638 reactions. The task is: Predict the reaction yield, written as a fraction of the theoretical maximum amount of product (1.0 means a 100% yield; for example, 0.34 means a 34% yield). (1) The reactants are C1[O:12][C:4]2([CH2:10][CH:9]3[CH2:11][CH:5]2[CH2:6][NH:7][CH2:8]3)OC1.C(N([CH2:18][CH3:19])CC)C.Cl[C:21]([O:23][CH2:24][CH3:25])=[O:22].C(=O)(O)[O-:27].[Na+]. The catalyst is C(Cl)Cl. The product is [CH2:24]1[O:23][C:21]([N:7]2[CH2:6][CH:5]3[CH2:11][CH:9]([CH2:10][C:4]3=[O:12])[CH2:8]2)([O:27][CH2:18][CH3:19])[O:22][CH2:25]1. The yield is 0.613. (2) The reactants are C[O:2][C:3]([C:5]1([C:8](=[O:16])[NH:9][C:10]2[CH:15]=[CH:14][CH:13]=[CH:12][CH:11]=2)[CH2:7][CH2:6]1)=[O:4].O.[OH-].[Li+]. The yield is 0.850. The product is [C:10]1([NH:9][C:8]([C:5]2([C:3]([OH:4])=[O:2])[CH2:6][CH2:7]2)=[O:16])[CH:11]=[CH:12][CH:13]=[CH:14][CH:15]=1. The catalyst is C1COCC1.O. (3) The yield is 0.870. The product is [NH2:17][C:15]1[C:16]2[C:8]([C:5]3[CH:4]=[CH:3][C:2]([NH:1][C:26]([NH:25][C:19]4[CH:24]=[CH:23][CH:22]=[CH:21][CH:20]=4)=[O:27])=[CH:7][CH:6]=3)=[C:9]([CH3:18])[S:10][C:11]=2[N:12]=[CH:13][N:14]=1. The catalyst is ClCCl. The reactants are [NH2:1][C:2]1[CH:7]=[CH:6][C:5]([C:8]2[C:16]3[C:15]([NH2:17])=[N:14][CH:13]=[N:12][C:11]=3[S:10][C:9]=2[CH3:18])=[CH:4][CH:3]=1.[C:19]1([N:25]=[C:26]=[O:27])[CH:24]=[CH:23][CH:22]=[CH:21][CH:20]=1. (4) The reactants are F[C:2]1[CH:3]=[C:4]([CH:9]=[CH:10][C:11]=1C#CCOC)[C:5]([O:7]C)=[O:6].[CH2:17]1C[O:20][CH2:19][CH2:18]1.[OH-:22].[Na+].[CH3:24]O. No catalyst specified. The product is [OH:20][CH2:19][CH2:18][CH2:17][O:22][C:11]1[CH:10]=[CH:9][C:4]([C:5]([OH:7])=[O:6])=[CH:3][C:2]=1[CH3:24]. The yield is 0.850.